Dataset: Forward reaction prediction with 1.9M reactions from USPTO patents (1976-2016). Task: Predict the product of the given reaction. (1) Given the reactants [CH3:1][N:2]1[CH2:8][CH2:7][CH:6]([OH:9])[C:5]2[O:10][CH:11]=[CH:12][C:4]=2[CH2:3]1.[Br:13][C:14]1[CH:15]=[C:16](F)[CH:17]=[CH:18][C:19]=1[Br:20], predict the reaction product. The product is: [Br:13][C:14]1[CH:15]=[C:16]([O:9][CH:6]2[CH2:7][CH2:8][N:2]([CH3:1])[CH2:3][C:4]3[CH:12]=[CH:11][O:10][C:5]2=3)[CH:17]=[CH:18][C:19]=1[Br:20]. (2) The product is: [Cl:10][C:11]1[C:16]([C:17]2[N:9]=[C:7]3[CH:6]=[CH:5][CH:4]=[C:3]([O:2][CH3:1])[N:8]3[C:24]=2[NH:23][C:25]2[CH:34]=[CH:33][C:28]3[O:29][CH2:30][CH2:31][O:32][C:27]=3[CH:26]=2)=[C:15]([F:19])[C:14]([O:20][CH2:21][F:22])=[CH:13][CH:12]=1. Given the reactants [CH3:1][O:2][C:3]1[N:8]=[C:7]([NH2:9])[CH:6]=[CH:5][CH:4]=1.[Cl:10][C:11]1[C:16]([CH:17]=O)=[C:15]([F:19])[C:14]([O:20][CH2:21][F:22])=[CH:13][CH:12]=1.[N+:23]([C:25]1[CH:34]=[CH:33][C:28]2[O:29][CH2:30][CH2:31][O:32][C:27]=2[CH:26]=1)#[C-:24].CCOC(C)=O, predict the reaction product. (3) Given the reactants [Cl:1][C:2]1[S:3][C:4]2[C:9](O)=[N:8][C:7]([CH:11]3[CH2:13][CH2:12]3)=[N:6][C:5]=2[N:14]=1.C(N(CC)C(C)C)(C)C.P(Cl)(Cl)([Cl:26])=O, predict the reaction product. The product is: [Cl:1][C:2]1[S:3][C:4]2[C:9]([Cl:26])=[N:8][C:7]([CH:11]3[CH2:13][CH2:12]3)=[N:6][C:5]=2[N:14]=1. (4) The product is: [CH:1]1([C:6]2[CH:36]=[CH:35][C:9]([CH2:10][O:11][C:12]3[CH:20]=[CH:19][C:18]4[N:17]5[CH2:21][CH2:22][CH:23]([CH2:24][C:25]([OH:27])=[O:26])[C:16]5=[C:15]([CH:32]5[CH2:34][CH2:33]5)[C:14]=4[CH:13]=3)=[CH:8][C:7]=2[C:37]([F:40])([F:38])[F:39])[CH2:2][CH2:3][CH2:4][CH2:5]1. Given the reactants [CH:1]1([C:6]2[CH:36]=[CH:35][C:9]([CH2:10][O:11][C:12]3[CH:20]=[CH:19][C:18]4[N:17]5[CH2:21][CH2:22][CH:23]([CH2:24][C:25]([O:27]C(C)(C)C)=[O:26])[C:16]5=[C:15]([CH:32]5[CH2:34][CH2:33]5)[C:14]=4[CH:13]=3)=[CH:8][C:7]=2[C:37]([F:40])([F:39])[F:38])[CH2:5][CH2:4][CH2:3][CH2:2]1.NC(CS)C(O)=O, predict the reaction product. (5) Given the reactants [CH2:1]([N:8]([CH2:24][C:25]1[CH:30]=[CH:29][C:28]([C:31]2[CH:36]=[CH:35][C:34]([OH:37])=[C:33]([Br:38])[CH:32]=2)=[CH:27][CH:26]=1)[C:9]([C:11]1[C:15]2[CH:16]=[CH:17][CH:18]=[CH:19][C:14]=2[O:13][C:12]=1[CH2:20][CH2:21][CH2:22][CH3:23])=[O:10])[C:2]1[CH:7]=[CH:6][CH:5]=[CH:4][CH:3]=1.Br[CH2:40][C:41]#[N:42].C(=O)([O-])[O-].[K+].[K+], predict the reaction product. The product is: [CH2:1]([N:8]([CH2:24][C:25]1[CH:26]=[CH:27][C:28]([C:31]2[CH:36]=[CH:35][C:34]([O:37][CH2:40][C:41]#[N:42])=[C:33]([Br:38])[CH:32]=2)=[CH:29][CH:30]=1)[C:9]([C:11]1[C:15]2[CH:16]=[CH:17][CH:18]=[CH:19][C:14]=2[O:13][C:12]=1[CH2:20][CH2:21][CH2:22][CH3:23])=[O:10])[C:2]1[CH:7]=[CH:6][CH:5]=[CH:4][CH:3]=1. (6) The product is: [CH3:12][C:8]1[N:7]=[C:6]([N:13]2[CH2:17][CH2:16][CH2:15][CH2:14]2)[C:5]2[C:10](=[CH:11][C:2]([NH:39][C:37]([C:33]3[O:32][CH:36]=[CH:35][CH:34]=3)=[O:38])=[CH:3][CH:4]=2)[N:9]=1. Given the reactants Br[C:2]1[CH:11]=[C:10]2[C:5]([C:6]([N:13]3[CH2:17][CH2:16][CH2:15][CH2:14]3)=[N:7][C:8]([CH3:12])=[N:9]2)=[CH:4][CH:3]=1.C(=O)([O-])[O-].[Cs+].[Cs+].N[C@@H]1CCCC[C@H]1N.[O:32]1[CH:36]=[CH:35][CH:34]=[C:33]1[C:37]([NH2:39])=[O:38], predict the reaction product. (7) Given the reactants [CH3:1][C:2]1[C:7]([NH:8][C:9]([C:11]2[CH:12]=[CH:13][C:14]3[C@:20]4([CH2:30][C:31]5[CH:36]=[CH:35][CH:34]=[CH:33][CH:32]=5)[CH2:21][CH2:22][C@:23]([OH:29])([C:25]([F:28])([F:27])[F:26])[CH2:24][C@H:19]4[CH:18]=[CH:17][C:16](=[O:37])[C:15]=3[CH:38]=2)=[O:10])=[CH:6][CH:5]=[CH:4][N:3]=1.CCOC(C)=O, predict the reaction product. The product is: [CH3:1][C:2]1[C:7]([NH:8][C:9]([C:11]2[CH:12]=[CH:13][C:14]3[C@:20]4([CH2:30][C:31]5[CH:36]=[CH:35][CH:34]=[CH:33][CH:32]=5)[CH2:21][CH2:22][C@:23]([OH:29])([C:25]([F:28])([F:26])[F:27])[CH2:24][C@H:19]4[CH2:18][CH2:17][C:16](=[O:37])[C:15]=3[CH:38]=2)=[O:10])=[CH:6][CH:5]=[CH:4][N:3]=1. (8) Given the reactants C(O[C:4]([C:6]1[N:7]=[N:8][C:9]([O:12][CH2:13][C:14]2[C:15]([C:20]3[CH:25]=[CH:24][N:23]=[CH:22][CH:21]=3)=[N:16][O:17][C:18]=2[CH3:19])=[CH:10][CH:11]=1)=[O:5])C.[CH3:26][NH2:27], predict the reaction product. The product is: [CH3:26][NH:27][C:4]([C:6]1[N:7]=[N:8][C:9]([O:12][CH2:13][C:14]2[C:15]([C:20]3[CH:21]=[CH:22][N:23]=[CH:24][CH:25]=3)=[N:16][O:17][C:18]=2[CH3:19])=[CH:10][CH:11]=1)=[O:5]. (9) The product is: [F:17][C:7]1[C:8]([C:12]([O:14][CH2:15][CH3:16])=[O:13])=[CH:9][C:10]2[C:5]([C:6]=1[OH:18])=[CH:4][CH:3]=[C:2]([C:25]1[CH:24]=[CH:23][C:22]([O:21][C:20]([F:19])([F:31])[F:32])=[CH:27][CH:26]=1)[CH:11]=2. Given the reactants Br[C:2]1[CH:11]=[C:10]2[C:5]([C:6]([OH:18])=[C:7]([F:17])[C:8]([C:12]([O:14][CH2:15][CH3:16])=[O:13])=[CH:9]2)=[CH:4][CH:3]=1.[F:19][C:20]([F:32])([F:31])[O:21][C:22]1[CH:27]=[CH:26][C:25](B(O)O)=[CH:24][CH:23]=1.C([O-])([O-])=O.[Na+].[Na+].CN(C=O)C, predict the reaction product. (10) Given the reactants B(Br)(Br)Br.C[O:6][C:7]1[CH:16]=[C:15]2[C:10]([CH2:11][CH2:12][NH:13][C:14]2=[O:17])=[CH:9][CH:8]=1.O.CCOC(C)=O, predict the reaction product. The product is: [OH:6][C:7]1[CH:16]=[C:15]2[C:10]([CH2:11][CH2:12][NH:13][C:14]2=[O:17])=[CH:9][CH:8]=1.